Dataset: Forward reaction prediction with 1.9M reactions from USPTO patents (1976-2016). Task: Predict the product of the given reaction. (1) Given the reactants [CH2:1]([NH:4][C@@H:5]1[C:13]2[C:8](=[CH:9][CH:10]=[CH:11][CH:12]=2)[CH2:7][CH:6]1[Br:14])[CH:2]=[CH2:3].Br.CC(O)C, predict the reaction product. The product is: [BrH:14].[CH2:1]([NH:4][C@@H:5]1[C:13]2[C:8](=[CH:9][CH:10]=[CH:11][CH:12]=2)[CH2:7][CH:6]1[Br:14])[CH:2]=[CH2:3]. (2) Given the reactants [Cl:1][C:2]1[C:7]([Cl:8])=[CH:6][C:5]([NH2:9])=[C:4]([NH2:10])[CH:3]=1.C([O:15][C:16](=O)[CH2:17][C:18](=O)[C:19]1[CH:24]=[CH:23][CH:22]=[C:21]([C:25]2[CH:30]=[CH:29][N:28]=[CH:27][N:26]=2)[CH:20]=1)(C)(C)C, predict the reaction product. The product is: [Cl:1][C:2]1[C:7]([Cl:8])=[CH:6][C:5]2[NH:9][C:16](=[O:15])[CH2:17][C:18]([C:19]3[CH:24]=[CH:23][CH:22]=[C:21]([C:25]4[CH:30]=[CH:29][N:28]=[CH:27][N:26]=4)[CH:20]=3)=[N:10][C:4]=2[CH:3]=1. (3) Given the reactants [NH2:1][CH2:2][CH2:3][CH2:4][NH:5][CH2:6][CH2:7][CH2:8][NH2:9].[C:10]([O:19][CH2:20][CH3:21])(=[O:18])/[CH:11]=[CH:12]\[C:13]([O:15][CH2:16][CH3:17])=[O:14], predict the reaction product. The product is: [O:18]=[C:10]([CH2:11][CH:12]([C:13]([O:15][CH2:16][CH3:17])=[O:14])[NH:1][CH2:2][CH2:3][CH2:4][NH:5][CH2:6][CH2:7][CH2:8][NH:9][CH:11]([C:10]([O:19][CH2:20][CH3:21])=[O:18])[CH2:12][C:13]([O:15][CH2:16][CH3:17])=[O:14])[O:19][CH2:20][CH3:21]. (4) Given the reactants Cl[C:2]1[C:7]([F:8])=[CH:6][N:5]=[C:4]2[NH:9][CH:10]=[CH:11][C:3]=12.Cl.[CH3:13][NH:14][C@H:15]1[CH2:20][CH2:19][CH2:18][CH2:17][C@H:16]1[CH3:21], predict the reaction product. The product is: [F:8][C:7]1[CH:6]=[N:5][C:4]2[NH:9][CH:10]=[CH:11][C:3]=2[C:2]=1[N:14]([CH3:13])[C@H:15]1[CH2:20][CH2:19][CH2:18][CH2:17][C@H:16]1[CH3:21]. (5) Given the reactants Br[C:2]1[C:3]([NH:14][C:15]2[C:24]3[C:19](=[CH:20][C:21]([F:26])=[CH:22][C:23]=3[F:25])[N:18]=[C:17]([C:27]3[CH:32]=[CH:31][CH:30]=[CH:29][N:28]=3)[C:16]=2[CH3:33])=[CH:4][C:5]([N:8]2[CH2:13][CH2:12][O:11][CH2:10][CH2:9]2)=[N:6][CH:7]=1.[F:34][CH:35]([F:52])[O:36][C:37]1[CH:42]=[CH:41][C:40](B2OC(C)(C)C(C)(C)O2)=[CH:39][CH:38]=1.C1(P(C2CCCCC2)C2CCCCC2)CCCCC1.[O-]P([O-])([O-])=O.[K+].[K+].[K+], predict the reaction product. The product is: [F:34][CH:35]([F:52])[O:36][C:37]1[CH:42]=[CH:41][C:40]([C:2]2[C:3]([NH:14][C:15]3[C:24]4[C:19](=[CH:20][C:21]([F:26])=[CH:22][C:23]=4[F:25])[N:18]=[C:17]([C:27]4[CH:32]=[CH:31][CH:30]=[CH:29][N:28]=4)[C:16]=3[CH3:33])=[CH:4][C:5]([N:8]3[CH2:13][CH2:12][O:11][CH2:10][CH2:9]3)=[N:6][CH:7]=2)=[CH:39][CH:38]=1. (6) Given the reactants Cl[C:2]1[N:7]=[CH:6][C:5]([C:8]2[CH:13]=[CH:12][CH:11]=[CH:10][N:9]=2)=[CH:4][CH:3]=1.[NH:14]1[CH2:19][CH2:18][NH:17][CH2:16][CH2:15]1, predict the reaction product. The product is: [N:14]1([C:2]2[N:7]=[CH:6][C:5]([C:8]3[CH:13]=[CH:12][CH:11]=[CH:10][N:9]=3)=[CH:4][CH:3]=2)[CH2:19][CH2:18][NH:17][CH2:16][CH2:15]1. (7) The product is: [Cl:8][C:4]1[CH:5]=[N:6][CH:7]=[C:2]([C:19]2[CH:20]=[CH:21][C:16]([CH3:15])=[CH:17][CH:18]=2)[N:3]=1. Given the reactants Cl[C:2]1[CH:7]=[N:6][CH:5]=[C:4]([Cl:8])[N:3]=1.C(=O)([O-])[O-].[Na+].[Na+].[CH3:15][C:16]1[CH:21]=[CH:20][C:19](B(O)O)=[CH:18][CH:17]=1, predict the reaction product.